This data is from Reaction yield outcomes from USPTO patents with 853,638 reactions. The task is: Predict the reaction yield, written as a fraction of the theoretical maximum amount of product (1.0 means a 100% yield; for example, 0.34 means a 34% yield). (1) The reactants are COC(=O)C(NC1C=C([Cl:16])C=C(Cl)C=1OCC1C=CC=CC=1)=CC([O-])=O.C([O:34][C:35]([C:37]1[CH:46]=[C:45]([O:47]CC2C=CC=CC=2)[C:44]2[C:39](=[C:40]([N:55]3[CH2:60][CH2:59][CH2:58][CH2:57][CH2:56]3)[CH:41]=[CH:42][CH:43]=2)[N:38]=1)=[O:36])C1C=CC=CC=1. The product is [ClH:16].[OH:47][C:45]1[C:44]2[C:39](=[C:40]([N:55]3[CH2:60][CH2:59][CH2:58][CH2:57][CH2:56]3)[CH:41]=[CH:42][CH:43]=2)[N:38]=[C:37]([C:35]([OH:36])=[O:34])[CH:46]=1. No catalyst specified. The yield is 0.860. (2) The reactants are CS(O[CH2:6][C:7]1[N:8]=[C:9]([Cl:12])[O:10][CH:11]=1)(=O)=O.[NH:13]1[CH2:18][CH2:17][CH2:16][CH2:15][CH2:14]1.[I-].[Na+].Cl. The catalyst is C(#N)C. The product is [Cl:12][C:9]1[O:10][CH:11]=[C:7]([CH2:6][N:13]2[CH2:18][CH2:17][CH2:16][CH2:15][CH2:14]2)[N:8]=1. The yield is 0.400. (3) The reactants are [Cl:1][C:2]1[C:3]([C:9]2[C:13]([C:14]([OH:16])=O)=[C:12]([CH3:17])[O:11][N:10]=2)=[N:4][CH:5]=[C:6]([Cl:8])[CH:7]=1.[CH2:18]([O:25][C:26](=[O:36])[NH:27][CH2:28][CH:29]1[CH2:34][CH2:33][CH2:32][CH:31]([NH2:35])[CH2:30]1)[C:19]1[CH:24]=[CH:23][CH:22]=[CH:21][CH:20]=1.Cl.CN(C)CCCN=C=NCC.ON1C2N=CC=CC=2N=N1.C(N(CC)C(C)C)(C)C. The catalyst is CN(C)C=O. The product is [CH2:18]([O:25][C:26](=[O:36])[NH:27][CH2:28][CH:29]1[CH2:34][CH2:33][CH2:32][CH:31]([NH:35][C:14]([C:13]2[C:9]([C:3]3[C:2]([Cl:1])=[CH:7][C:6]([Cl:8])=[CH:5][N:4]=3)=[N:10][O:11][C:12]=2[CH3:17])=[O:16])[CH2:30]1)[C:19]1[CH:20]=[CH:21][CH:22]=[CH:23][CH:24]=1. The yield is 0.900.